Dataset: Catalyst prediction with 721,799 reactions and 888 catalyst types from USPTO. Task: Predict which catalyst facilitates the given reaction. (1) Reactant: [C:1]([CH:3]([CH:7]1[C:11]([Cl:12])=[C:10](Cl)C(=O)O1)[C:4]([NH2:6])=[O:5])#[N:2].[CH3:15][O:16][C:17]1[CH:18]=[C:19]([CH:22]=[CH:23][CH:24]=1)[CH2:20][NH2:21].C(N(CC)CC)C. Product: [ClH:12].[Cl:12][C:11]1[CH:7]=[C:3]([C:4]([NH2:6])=[O:5])[C:1](=[NH:2])[N:21]([CH2:20][C:19]2[CH:22]=[CH:23][CH:24]=[C:17]([O:16][CH3:15])[CH:18]=2)[CH:10]=1. The catalyst class is: 8. (2) Reactant: Br[C:2]1[C:10]2[C:9]([NH:11][C@H:12]([C:14]3[N:19]([C:20]4[CH:25]=[CH:24][CH:23]=[CH:22][CH:21]=4)[C:18](=[O:26])[C:17]4=[C:27]([CH3:30])[CH:28]=[CH:29][N:16]4[N:15]=3)[CH3:13])=[N:8][CH:7]=[N:6][C:5]=2[N:4](COCC[Si](C)(C)C)[CH:3]=1.[OH:39][C:40]1[CH:41]=[C:42]([NH:55][S:56]([C:59]2[CH:64]=[CH:63][C:62]([O:65][CH3:66])=[CH:61][CH:60]=2)(=[O:58])=[O:57])[CH:43]=[C:44](B2OC(C)(C)C(C)(C)O2)[CH:45]=1.C(=O)([O-])[O-].[Na+].[Na+]. Product: [OH:39][C:40]1[CH:41]=[C:42]([NH:55][S:56]([C:59]2[CH:64]=[CH:63][C:62]([O:65][CH3:66])=[CH:61][CH:60]=2)(=[O:58])=[O:57])[CH:43]=[C:44]([C:2]2[C:10]3[C:9]([NH:11][C@H:12]([C:14]4[N:19]([C:20]5[CH:25]=[CH:24][CH:23]=[CH:22][CH:21]=5)[C:18](=[O:26])[C:17]5=[C:27]([CH3:30])[CH:28]=[CH:29][N:16]5[N:15]=4)[CH3:13])=[N:8][CH:7]=[N:6][C:5]=3[NH:4][CH:3]=2)[CH:45]=1. The catalyst class is: 149. (3) Reactant: [C:1]([C:4]1[C:22](=[O:23])[C@@:8]2([CH3:24])[C:9]3[C:15]([OH:16])=[CH:14][C:13]([O:17][CH3:18])=[C:12]([C:19]([NH2:21])=[O:20])[C:10]=3[O:11][C:7]2=[CH:6][C:5]=1[OH:25])(=[O:3])[CH3:2].[CH:26](=O)[C:27]1[CH:32]=[CH:31][CH:30]=[CH:29][CH:28]=1.C([SiH](CC)CC)C.FC(F)(F)C(O)=O. Product: [C:1]([C:4]1[C:22](=[O:23])[C@@:8]2([CH3:24])[C:9]3[C:15]([OH:16])=[CH:14][C:13]([O:17][CH3:18])=[C:12]([C:19]([NH:21][CH2:26][C:27]4[CH:32]=[CH:31][CH:30]=[CH:29][CH:28]=4)=[O:20])[C:10]=3[O:11][C:7]2=[CH:6][C:5]=1[OH:25])(=[O:3])[CH3:2]. The catalyst class is: 11. (4) Reactant: [F:1][C:2]1[C:3]2[N:4]([CH:20]=[N:21][CH:22]=2)[C:5]([NH:11][C:12]2[CH:17]=[CH:16][C:15]([I:18])=[CH:14][C:13]=2[F:19])=[C:6]([C:8](O)=[O:9])[CH:7]=1.[CH:23]([O:25][CH2:26][CH2:27][O:28][NH2:29])=[CH2:24].CCN=C=NCCCN(C)C.C1C=CC2N(O)N=NC=2C=1.CCN(C(C)C)C(C)C. Product: [CH:23]([O:25][CH2:26][CH2:27][O:28][NH:29][C:8]([C:6]1[CH:7]=[C:2]([F:1])[C:3]2[N:4]([CH:20]=[N:21][CH:22]=2)[C:5]=1[NH:11][C:12]1[CH:17]=[CH:16][C:15]([I:18])=[CH:14][C:13]=1[F:19])=[O:9])=[CH2:24]. The catalyst class is: 3. (5) Reactant: Br[C:2]1[C:7]2[CH:8]=[C:9]([C:11]([F:14])([F:13])[F:12])[O:10][C:6]=2[C:5]([O:15][CH3:16])=[CH:4][CH:3]=1.CCCCCC.C([Li])CCC.CN(C)[C:30](=[O:33])[CH2:31][CH3:32].[Cl-].[NH4+]. Product: [CH3:16][O:15][C:5]1[C:6]2[O:10][C:9]([C:11]([F:14])([F:13])[F:12])=[CH:8][C:7]=2[C:2]([C:30](=[O:33])[CH2:31][CH3:32])=[CH:3][CH:4]=1. The catalyst class is: 1. (6) Reactant: COCCN(S(F)(F)[F:11])CCOC.[CH3:14][O:15][C:16](=[O:28])[CH:17](O)[CH2:18][CH2:19][CH2:20][C:21]1[CH:26]=[CH:25][CH:24]=[CH:23][CH:22]=1. Product: [CH3:14][O:15][C:16](=[O:28])[CH:17]([F:11])[CH2:18][CH2:19][CH2:20][C:21]1[CH:26]=[CH:25][CH:24]=[CH:23][CH:22]=1. The catalyst class is: 4. (7) Reactant: [CH3:1][C:2]1[CH:7]=[CH:6][CH:5]=[C:4]([CH3:8])[C:3]=1[C:9]1[CH:14]=[CH:13][CH:12]=[C:11]([CH2:15][O:16][C:17]2[CH:18]=[C:19]3[C:23](=[CH:24][CH:25]=2)[N:22]([CH2:26][C:27]([O:29]CC)=[O:28])[CH:21]=[CH:20]3)[CH:10]=1.CO.[OH-].[K+].C(O)(=O)CC(CC(O)=O)(C(O)=O)O. Product: [CH3:8][C:4]1[CH:5]=[CH:6][CH:7]=[C:2]([CH3:1])[C:3]=1[C:9]1[CH:14]=[CH:13][CH:12]=[C:11]([CH2:15][O:16][C:17]2[CH:18]=[C:19]3[C:23](=[CH:24][CH:25]=2)[N:22]([CH2:26][C:27]([OH:29])=[O:28])[CH:21]=[CH:20]3)[CH:10]=1. The catalyst class is: 132.